Task: Regression. Given two drug SMILES strings and cell line genomic features, predict the synergy score measuring deviation from expected non-interaction effect.. Dataset: NCI-60 drug combinations with 297,098 pairs across 59 cell lines Drug 1: CS(=O)(=O)C1=CC(=C(C=C1)C(=O)NC2=CC(=C(C=C2)Cl)C3=CC=CC=N3)Cl. Drug 2: CN1CCC(CC1)COC2=C(C=C3C(=C2)N=CN=C3NC4=C(C=C(C=C4)Br)F)OC. Cell line: UACC-257. Synergy scores: CSS=15.4, Synergy_ZIP=0.906, Synergy_Bliss=5.77, Synergy_Loewe=1.48, Synergy_HSA=3.35.